Dataset: Full USPTO retrosynthesis dataset with 1.9M reactions from patents (1976-2016). Task: Predict the reactants needed to synthesize the given product. (1) The reactants are: [CH3:1][O:2][C:3]([CH:5]1[CH2:9][CH2:8][CH2:7][N:6]1[N:10]=[CH:11][CH2:12][C:13]([CH3:16])([CH3:15])[CH3:14])=[O:4].C(O)(=O)C.C([BH3-])#N.[Na+]. Given the product [CH3:1][O:2][C:3]([CH:5]1[CH2:9][CH2:8][CH2:7][N:6]1[NH:10][CH2:11][CH2:12][C:13]([CH3:16])([CH3:15])[CH3:14])=[O:4], predict the reactants needed to synthesize it. (2) Given the product [ClH:19].[I:1][C:2]1[N:3]=[C:4]([C@@H:7]2[CH2:11][CH2:10][CH2:9][NH:8]2)[NH:5][CH:6]=1, predict the reactants needed to synthesize it. The reactants are: [I:1][C:2]1[N:3]=[C:4]([C@@H:7]2[CH2:11][CH2:10][CH2:9][N:8]2C(OC(C)(C)C)=O)[NH:5][CH:6]=1.[ClH:19]. (3) Given the product [C:1]1([C:7]2[C:16]([CH2:17][CH:18]3[CH2:23][CH2:22][N:21]([CH:24]4[CH2:29][CH2:28][O:27][CH2:26][CH2:25]4)[C:20](=[O:42])[CH2:19]3)=[C:15]([C:30]([NH:32][C@H:33]([C:36]3[CH:37]=[CH:38][CH:39]=[CH:40][CH:41]=3)[CH2:34][CH3:35])=[O:31])[C:14]3[C:9](=[CH:10][CH:11]=[CH:12][CH:13]=3)[N:8]=2)[CH:6]=[CH:5][CH:4]=[CH:3][CH:2]=1, predict the reactants needed to synthesize it. The reactants are: [C:1]1([C:7]2[C:16]([CH2:17][CH:18]3[CH2:23][CH2:22][N:21]([CH:24]4[CH2:29][CH2:28][O:27][CH2:26][CH2:25]4)[CH2:20][CH2:19]3)=[C:15]([C:30]([NH:32][C@H:33]([C:36]3[CH:41]=[CH:40][CH:39]=[CH:38][CH:37]=3)[CH2:34][CH3:35])=[O:31])[C:14]3[C:9](=[CH:10][CH:11]=[CH:12][CH:13]=3)[N:8]=2)[CH:6]=[CH:5][CH:4]=[CH:3][CH:2]=1.[O-:42][Mn](=O)(=O)=O.[K+].S(S([O-])=O)([O-])(=O)=O.[Na+].[Na+]. (4) Given the product [F:20][C:21]1[CH:29]=[CH:28][CH:27]=[CH:26][C:22]=1[C:23]([NH:19][C:3]1[CH:4]=[CH:5][C:6]([N:8]2[CH2:12][CH2:11][CH:10]([N:13]3[CH2:17][CH2:16][CH2:15][CH:14]3[CH3:18])[CH2:9]2)=[CH:7][C:2]=1[CH3:1])=[O:24], predict the reactants needed to synthesize it. The reactants are: [CH3:1][C:2]1[CH:7]=[C:6]([N:8]2[CH2:12][CH2:11][CH:10]([N:13]3[CH2:17][CH2:16][CH2:15][CH:14]3[CH3:18])[CH2:9]2)[CH:5]=[CH:4][C:3]=1[NH2:19].[F:20][C:21]1[CH:29]=[CH:28][CH:27]=[CH:26][C:22]=1[C:23](Cl)=[O:24].N1C=CC=CC=1.CO.